This data is from Full USPTO retrosynthesis dataset with 1.9M reactions from patents (1976-2016). The task is: Predict the reactants needed to synthesize the given product. (1) Given the product [C:4]([Si:1]([O:35][CH2:34][C:25]1[CH:26]=[C:27]([C:30]([F:32])([F:33])[F:31])[CH:28]=[CH:29][C:24]=1[C:18]1[CH:19]=[C:20]([CH:21]([CH3:23])[CH3:22])[C:15]([F:14])=[CH:16][C:17]=1[O:36][CH3:37])([CH3:3])[CH3:2])([CH3:7])([CH3:6])[CH3:5], predict the reactants needed to synthesize it. The reactants are: [Si:1](Cl)([C:4]([CH3:7])([CH3:6])[CH3:5])([CH3:3])[CH3:2].N1C=CN=C1.[F:14][C:15]1[C:20]([CH:21]([CH3:23])[CH3:22])=[CH:19][C:18]([C:24]2[CH:29]=[CH:28][C:27]([C:30]([F:33])([F:32])[F:31])=[CH:26][C:25]=2[CH2:34][OH:35])=[C:17]([O:36][CH3:37])[CH:16]=1.O. (2) Given the product [C:10]1([C:16]2[C:15]3[C:10](=[CH:11][CH:12]=[CH:13][CH:14]=3)[N:9]=[C:8]([NH:18][CH2:19][CH2:20][CH2:21][N:22]3[CH2:27][CH2:26][CH:25]([C:28]4[CH:29]=[C:30]([NH:34][C:35](=[O:37])[CH3:36])[CH:31]=[CH:32][CH:33]=4)[CH2:24][CH2:23]3)[CH:17]=2)[CH:15]=[CH:14][CH:13]=[CH:12][CH:11]=1, predict the reactants needed to synthesize it. The reactants are: ClC1C=CC=CC=1[C:8]1[CH:17]=[CH:16][C:15]2[C:10](=[CH:11][CH:12]=[CH:13][CH:14]=2)[N:9]=1.[NH2:18][CH2:19][CH2:20][CH2:21][N:22]1[CH2:27][CH2:26][CH:25]([C:28]2[CH:29]=[C:30]([NH:34][C:35](=[O:37])[CH3:36])[CH:31]=[CH:32][CH:33]=2)[CH2:24][CH2:23]1. (3) Given the product [CH3:1][C:2]1([CH2:7][C:8]2[CH:13]=[CH:12][C:11]([NH2:14])=[CH:10][CH:9]=2)[O:3][CH2:4][CH2:5][O:6]1, predict the reactants needed to synthesize it. The reactants are: [CH3:1][C:2]1([CH2:7][C:8]2[CH:13]=[CH:12][C:11]([N+:14]([O-])=O)=[CH:10][CH:9]=2)[O:6][CH2:5][CH2:4][O:3]1.CC1(CC2C=C(N)C=CC=2)OCCO1. (4) Given the product [C:1]([O:5][C:6]([NH:8][CH:9]1[C:14](=[O:15])[CH2:13][CH2:12][N:11]([C:16]([O:18][CH2:19][C:20]2[CH:25]=[CH:24][CH:23]=[CH:22][CH:21]=2)=[O:17])[CH2:10]1)=[O:7])([CH3:4])([CH3:2])[CH3:3], predict the reactants needed to synthesize it. The reactants are: [C:1]([O:5][C:6]([NH:8][CH:9]1[CH:14]([OH:15])[CH2:13][CH2:12][N:11]([C:16]([O:18][CH2:19][C:20]2[CH:25]=[CH:24][CH:23]=[CH:22][CH:21]=2)=[O:17])[CH2:10]1)=[O:7])([CH3:4])([CH3:3])[CH3:2].CC(OI1(OC(C)=O)(OC(C)=O)OC(=O)C2C=CC=CC1=2)=O.C([O-])(O)=O.[Na+].[O-]S([O-])(=S)=O.[Na+].[Na+]. (5) Given the product [CH3:1][O:2][C:3]1[CH:8]=[C:7]([CH:6]=[CH:5][C:4]=1[C:12]1[O:16][CH:15]=[N:14][CH:13]=1)[NH2:9], predict the reactants needed to synthesize it. The reactants are: [CH3:1][O:2][C:3]1[CH:8]=[C:7]([N+:9]([O-])=O)[CH:6]=[CH:5][C:4]=1[C:12]1[O:16][CH:15]=[N:14][CH:13]=1.C(Cl)(Cl)Cl. (6) Given the product [CH3:24][C:21]([C:17]1[C:16]([F:25])=[CH:15][C:14]([O:13][C@H:11]2[CH2:10][C@H:9]([NH2:5])[CH2:12]2)=[CH:19][C:18]=1[F:20])([CH3:22])[CH3:23], predict the reactants needed to synthesize it. The reactants are: CC([N:5]([C@H:9]1[CH2:12][C@H:11]([O:13][C:14]2[CH:19]=[C:18]([F:20])[C:17]([C:21]([CH3:24])([CH3:23])[CH3:22])=[C:16]([F:25])[CH:15]=2)[CH2:10]1)C(=O)[O-])(C)C.O1CCOCC1.